Task: Predict the reactants needed to synthesize the given product.. Dataset: Full USPTO retrosynthesis dataset with 1.9M reactions from patents (1976-2016) (1) Given the product [Br:17][CH2:18][CH2:19][CH2:20][O:1][C:2]1[CH:10]=[CH:9][C:5]([CH2:6][CH2:7][OH:8])=[CH:4][CH:3]=1, predict the reactants needed to synthesize it. The reactants are: [OH:1][C:2]1[CH:10]=[CH:9][C:5]([CH2:6][CH2:7][OH:8])=[CH:4][CH:3]=1.C(=O)([O-])[O-].[K+].[K+].[Br:17][CH2:18][CH2:19][CH2:20]Br. (2) Given the product [C:1]([O:4][CH2:5][C@@H:6]1[C@@H:11]([O:12][C:13](=[O:15])[CH3:14])[C@H:10]([O:16][C:17](=[O:19])[CH3:18])[C@@H:9]([O:20][C:21](=[O:23])[CH3:22])[C@H:8]([N:24]2[C:32]3[C:27](=[C:28]([CH3:33])[CH:29]=[CH:30][CH:31]=3)[C:26]([CH2:34][C:35]3[CH:40]=[CH:39][C:38](/[CH:45]=[CH:44]/[CH2:43][CH2:42][OH:46])=[CH:37][CH:36]=3)=[CH:25]2)[O:7]1)(=[O:3])[CH3:2], predict the reactants needed to synthesize it. The reactants are: [C:1]([O:4][CH2:5][C@@H:6]1[C@@H:11]([O:12][C:13](=[O:15])[CH3:14])[C@H:10]([O:16][C:17](=[O:19])[CH3:18])[C@@H:9]([O:20][C:21](=[O:23])[CH3:22])[C@H:8]([N:24]2[C:32]3[C:27](=[C:28]([CH3:33])[CH:29]=[CH:30][CH:31]=3)[C:26]([CH2:34][C:35]3[CH:40]=[CH:39][C:38](Br)=[CH:37][CH:36]=3)=[CH:25]2)[O:7]1)(=[O:3])[CH3:2].[CH2:42]([OH:46])[CH2:43][CH:44]=[CH2:45].C(N(CC)CC)C.C1(C)C=CC=CC=1P(C1C=CC=CC=1C)C1C=CC=CC=1C. (3) Given the product [O:17]1[CH2:18][CH:15]([C:11]2[CH:10]=[C:9]([CH2:8][CH2:7][OH:6])[CH:14]=[CH:13][CH:12]=2)[CH2:16]1, predict the reactants needed to synthesize it. The reactants are: C([Si](C)(C)[O:6][CH2:7][CH2:8][C:9]1[CH:14]=[CH:13][CH:12]=[C:11]([CH:15]2[CH2:18][O:17][CH2:16]2)[CH:10]=1)(C)(C)C.[F-].C([N+](CCCC)(CCCC)CCCC)CCC.C(=O)([O-])O.[Na+]. (4) Given the product [F:23][C:22]1[CH:17]=[CH:18][C:19]([C:24]2[S:28][C:27]([NH2:29])=[N:26][C:25]=2[C:30]2[CH:35]=[CH:34][CH:33]=[C:32]([CH3:36])[N:31]=2)=[CH:20][C:21]=1[C:5]1[CH:4]=[N:3][N:2]([CH3:1])[CH:6]=1, predict the reactants needed to synthesize it. The reactants are: [CH3:1][N:2]1[CH:6]=[C:5](B2OC(C)(C)C(C)(C)O2)[CH:4]=[N:3]1.Br[C:17]1[CH:18]=[C:19]([C:24]2[S:28][C:27]([NH2:29])=[N:26][C:25]=2[C:30]2[CH:35]=[CH:34][CH:33]=[C:32]([CH3:36])[N:31]=2)[CH:20]=[CH:21][C:22]=1[F:23]. (5) Given the product [C:17]([O:21][C:22]([N:24]1[CH2:29][CH2:28][CH:27]([CH2:30][N:31]2[CH2:15][C:11]3[N:10]4[C:6](=[CH:7][N:8]=[C:9]4[CH:14]=[CH:13][CH:12]=3)[C:1]2=[O:3])[CH2:26][CH2:25]1)=[O:23])([CH3:20])([CH3:19])[CH3:18], predict the reactants needed to synthesize it. The reactants are: [C:1]([C:6]1[N:10]2[C:11]([CH2:15]Cl)=[CH:12][CH:13]=[CH:14][C:9]2=[N:8][CH:7]=1)([O:3]CC)=O.[C:17]([O:21][C:22]([N:24]1[CH2:29][CH2:28][CH:27]([CH2:30][NH2:31])[CH2:26][CH2:25]1)=[O:23])([CH3:20])([CH3:19])[CH3:18].C(N(CC)CC)C. (6) Given the product [C:21]([C:8]1[C:9]([NH:10][C:11]2[C:12]([CH3:20])=[C:13]3[C:17](=[CH:18][CH:19]=2)[NH:16][CH:15]=[CH:14]3)=[C:4]2[C:3]([CH3:24])=[C:2]([C:33]3[CH2:38][CH2:37][N:36]([C:39]([O:41][C:42]([CH3:45])([CH3:44])[CH3:43])=[O:40])[CH2:35][CH:34]=3)[S:23][C:5]2=[N:6][CH:7]=1)#[N:22], predict the reactants needed to synthesize it. The reactants are: I[C:2]1[S:23][C:5]2=[N:6][CH:7]=[C:8]([C:21]#[N:22])[C:9]([NH:10][C:11]3[C:12]([CH3:20])=[C:13]4[C:17](=[CH:18][CH:19]=3)[NH:16][CH:15]=[CH:14]4)=[C:4]2[C:3]=1[CH3:24].CC1(C)C(C)(C)OB([C:33]2[CH2:38][CH2:37][N:36]([C:39]([O:41][C:42]([CH3:45])([CH3:44])[CH3:43])=[O:40])[CH2:35][CH:34]=2)O1.C1(P(C2C=CC=CC=2)C2C=CC=CC=2)C=CC=CC=1.C(=O)(O)[O-].[Na+]. (7) Given the product [C:12]([Si:16]([CH3:41])([CH3:40])[O:17][C@H:18]1[CH2:26][CH2:25][CH2:24][C@@:23]2([CH3:27])[C@H:19]1[CH2:20][CH2:21][C@@H:22]2[C:28]1([CH2:33][CH2:34][CH2:35][C:36]([OH:38])([CH3:39])[CH3:37])[CH2:30][CH:29]1[CH:31]=[O:32])([CH3:15])([CH3:14])[CH3:13], predict the reactants needed to synthesize it. The reactants are: [Cr](Cl)([O-])(=O)=O.[NH+]1C=CC=CC=1.[C:12]([Si:16]([CH3:41])([CH3:40])[O:17][C@H:18]1[CH2:26][CH2:25][CH2:24][C@@:23]2([CH3:27])[C@H:19]1[CH2:20][CH2:21][C@@H:22]2[C:28]1([CH2:33][CH2:34][CH2:35][C:36]([CH3:39])([OH:38])[CH3:37])[CH2:30][CH:29]1[CH2:31][OH:32])([CH3:15])([CH3:14])[CH3:13].